Dataset: Full USPTO retrosynthesis dataset with 1.9M reactions from patents (1976-2016). Task: Predict the reactants needed to synthesize the given product. (1) Given the product [Br:1][C:2]1[CH:3]=[CH:4][C:5]([CH2:6][C@@H:7]([NH:8][C:9]([NH:45][C@H:46]2[CH2:51][CH2:50][C@H:49]([OH:52])[CH2:48][CH2:47]2)=[O:20])[C:11]2[NH:10][C:14]3[CH:15]=[C:16]([F:19])[CH:17]=[CH:18][C:13]=3[N:12]=2)=[CH:21][CH:22]=1, predict the reactants needed to synthesize it. The reactants are: [Br:1][C:2]1[CH:22]=[CH:21][C:5]([CH2:6][C@@H:7]2[C:11]3=[N:12][C:13]4[CH:18]=[CH:17][C:16]([F:19])=[CH:15][C:14]=4[N:10]3[C:9](=[O:20])[NH:8]2)=[CH:4][CH:3]=1.BrC1C=CC(C[C@@H]2C3=NC4C=C(F)C=CC=4N3C(=O)N2)=CC=1.[NH2:45][C@H:46]1[CH2:51][CH2:50][C@H:49]([OH:52])[CH2:48][CH2:47]1.C(O)(C(F)(F)F)=O. (2) Given the product [CH2:28]([O:27][C:19]1[N:18]=[C:17]([NH:15][C:5]2[CH:6]=[CH:7][C:8]([N:9]3[CH:13]=[C:12]([CH3:14])[N:11]=[CH:10]3)=[C:3]([O:2][CH3:1])[CH:4]=2)[N:22]=[C:21]([C:23]([OH:26])([CH3:25])[CH3:24])[CH:20]=1)[CH3:29], predict the reactants needed to synthesize it. The reactants are: [CH3:1][O:2][C:3]1[CH:4]=[C:5]([NH2:15])[CH:6]=[CH:7][C:8]=1[N:9]1[CH:13]=[C:12]([CH3:14])[N:11]=[CH:10]1.Cl[C:17]1[N:22]=[C:21]([C:23]([OH:26])([CH3:25])[CH3:24])[CH:20]=[C:19]([O:27][CH2:28][CH3:29])[N:18]=1.Cl. (3) Given the product [Br:8][C:7]1[C:2](=[O:11])[NH:3][CH:4]=[C:5]([Cl:9])[CH:6]=1, predict the reactants needed to synthesize it. The reactants are: N[C:2]1[C:7]([Br:8])=[CH:6][C:5]([Cl:9])=[CH:4][N:3]=1.N([O-])=[O:11].[Na+]. (4) Given the product [Cl:1][C:2]1[CH:7]=[C:6]([N:8]([C:9]2[CH:14]=[CH:13][CH:12]=[C:11]([N+:15]([O-:17])=[O:16])[CH:10]=2)[C:26](=[O:25])[O:28][CH2:29][CH2:30][CH2:23][CH3:24])[CH:5]=[CH:4][N:3]=1, predict the reactants needed to synthesize it. The reactants are: [Cl:1][C:2]1[CH:7]=[C:6]([NH:8][C:9]2[CH:14]=[CH:13][CH:12]=[C:11]([N+:15]([O-:17])=[O:16])[CH:10]=2)[CH:5]=[CH:4][N:3]=1.CCN([CH2:23][CH3:24])CC.[O:25](C(OC(C)(C)C)=O)[C:26]([O:28][C:29](C)(C)[CH3:30])=O. (5) Given the product [OH:1][CH2:2][C@H:3]1[N:7]([C:10]2[CH:15]=[CH:14][CH:13]=[CH:12][CH:11]=2)[C:6](=[O:8])[CH2:5][CH2:4]1, predict the reactants needed to synthesize it. The reactants are: [OH:1][CH2:2][C@H:3]1[NH:7][C:6](=[O:8])[CH2:5][CH2:4]1.I[C:10]1[CH:15]=[CH:14][CH:13]=[CH:12][CH:11]=1.CN(C)CCN.C([O-])([O-])=O.[K+].[K+].